From a dataset of Peptide-MHC class II binding affinity with 134,281 pairs from IEDB. Regression. Given a peptide amino acid sequence and an MHC pseudo amino acid sequence, predict their binding affinity value. This is MHC class II binding data. (1) The peptide sequence is IHHQHVQDCDESVLT. The MHC is HLA-DQA10501-DQB10402 with pseudo-sequence HLA-DQA10501-DQB10402. The binding affinity (normalized) is 0.242. (2) The peptide sequence is APGDSPNTDGIHIGD. The MHC is HLA-DQA10101-DQB10501 with pseudo-sequence HLA-DQA10101-DQB10501. The binding affinity (normalized) is 0. (3) The peptide sequence is NARILKNCVDAKMTE. The MHC is DRB1_0405 with pseudo-sequence DRB1_0405. The binding affinity (normalized) is 0.547. (4) The peptide sequence is GAGKTRRFLPQILAEHHHHHH. The MHC is DRB1_0901 with pseudo-sequence DRB1_0901. The binding affinity (normalized) is 0.542. (5) The binding affinity (normalized) is 0.147. The MHC is HLA-DPA10201-DPB11401 with pseudo-sequence HLA-DPA10201-DPB11401. The peptide sequence is DVFYNGAYFVSSGKY. (6) The peptide sequence is EVLYLKPLAGVYRSLKKQLE. The MHC is DRB1_0401 with pseudo-sequence DRB1_0401. The binding affinity (normalized) is 0.214.